From a dataset of Full USPTO retrosynthesis dataset with 1.9M reactions from patents (1976-2016). Predict the reactants needed to synthesize the given product. Given the product [Cl:30][C:31]1[CH:36]=[C:35]([C:2]2[CH:3]=[C:4]3[C:9](=[CH:10][CH:11]=2)[N:8]=[CH:7][C:6]([C:12]([CH:14]2[CH2:15][CH2:16]2)=[O:13])=[C:5]3[N:17]2[CH2:22][CH2:21][CH:20]([N:23]3[CH2:28][CH2:27][N:26]([CH3:29])[CH2:25][CH2:24]3)[CH2:19][CH2:18]2)[CH:34]=[C:33]([F:46])[C:32]=1[OH:47], predict the reactants needed to synthesize it. The reactants are: Br[C:2]1[CH:3]=[C:4]2[C:9](=[CH:10][CH:11]=1)[N:8]=[CH:7][C:6]([C:12]([CH:14]1[CH2:16][CH2:15]1)=[O:13])=[C:5]2[N:17]1[CH2:22][CH2:21][CH:20]([N:23]2[CH2:28][CH2:27][N:26]([CH3:29])[CH2:25][CH2:24]2)[CH2:19][CH2:18]1.[Cl:30][C:31]1[CH:36]=[C:35](B2OC(C)(C)C(C)(C)O2)[CH:34]=[C:33]([F:46])[C:32]=1[OH:47].